This data is from NCI-60 drug combinations with 297,098 pairs across 59 cell lines. The task is: Regression. Given two drug SMILES strings and cell line genomic features, predict the synergy score measuring deviation from expected non-interaction effect. Drug 1: CC1=CC=C(C=C1)C2=CC(=NN2C3=CC=C(C=C3)S(=O)(=O)N)C(F)(F)F. Drug 2: CC1CCC2CC(C(=CC=CC=CC(CC(C(=O)C(C(C(=CC(C(=O)CC(OC(=O)C3CCCCN3C(=O)C(=O)C1(O2)O)C(C)CC4CCC(C(C4)OC)O)C)C)O)OC)C)C)C)OC. Cell line: NCI-H226. Synergy scores: CSS=2.00, Synergy_ZIP=2.10, Synergy_Bliss=3.21, Synergy_Loewe=-4.09, Synergy_HSA=-1.92.